From a dataset of Reaction yield outcomes from USPTO patents with 853,638 reactions. Predict the reaction yield, written as a fraction of the theoretical maximum amount of product (1.0 means a 100% yield; for example, 0.34 means a 34% yield). (1) The reactants are [CH2:1]([N:8]1[C:13](=[O:14])[C:12]([C:15]([OH:17])=[O:16])=[CH:11][C:10]2[CH:18]([CH3:27])[O:19][C:20]3[CH:21]=[C:22](Cl)[CH:23]=[CH:24][C:25]=3[C:9]1=2)[C:2]1[CH:7]=[CH:6][CH:5]=[CH:4][CH:3]=1.C(O[Na])(C)(C)C.[NH:34]1[CH2:38][CH2:37][CH2:36][CH2:35]1. The catalyst is [Pd].CC(O)=O.CC(P(C(C)(C)C)C1C(C2[C-]=CC=CC=2)=CC=CC=1)(C)C.[Pd]. The product is [CH2:1]([N:8]1[C:13](=[O:14])[C:12]([C:15]([OH:17])=[O:16])=[CH:11][C:10]2[CH:18]([CH3:27])[O:19][C:20]3[CH:21]=[C:22]([N:34]4[CH2:38][CH2:37][CH2:36][CH2:35]4)[CH:23]=[CH:24][C:25]=3[C:9]1=2)[C:2]1[CH:7]=[CH:6][CH:5]=[CH:4][CH:3]=1. The yield is 0.490. (2) The product is [C:1]([O:4][CH2:5][CH2:6][C:7]1[C:8]([NH:23][C:20]2[CH:19]=[C:18]([CH:15]3[CH2:17][CH2:16]3)[NH:22][N:21]=2)=[N:9][C:10]([Br:13])=[N:11][CH:12]=1)(=[O:3])[CH3:2]. The reactants are [C:1]([O:4][CH2:5][CH2:6][C:7]1[C:8](Br)=[N:9][C:10]([Br:13])=[N:11][CH:12]=1)(=[O:3])[CH3:2].[CH:15]1([C:18]2[NH:22][N:21]=[C:20]([NH2:23])[CH:19]=2)[CH2:17][CH2:16]1.CCN(C(C)C)C(C)C. The yield is 0.530. The catalyst is CC(O)C. (3) The reactants are Br[C:2]1[CH:9]=[CH:8][CH:7]=[C:6]([Cl:10])[C:3]=1[CH:4]=[O:5].[CH:11]1(B(O)O)[CH2:13][CH2:12]1.C([O-])([O-])=O.[Cs+].[Cs+]. The catalyst is C1(C)C=CC=CC=1.O.C1C=CC(P(C2C=CC=CC=2)[C-]2C=CC=C2)=CC=1.C1C=CC(P(C2C=CC=CC=2)[C-]2C=CC=C2)=CC=1.Cl[Pd]Cl.[Fe+2]. The product is [Cl:10][C:6]1[CH:7]=[CH:8][CH:9]=[C:2]([CH:11]2[CH2:13][CH2:12]2)[C:3]=1[CH:4]=[O:5]. The yield is 0.480. (4) The reactants are [C:1]([O:7][CH2:8][C@H:9]([C:11]1[C:16]([CH3:17])=[CH:15][C:14]([N+:18]([O-:20])=[O:19])=[CH:13][C:12]=1[Br:21])[OH:10])(=[O:6])[C:2]([CH3:5])([CH3:4])[CH3:3].C([O-])(O)=O.[Na+]. The catalyst is C(OC(C)=O)(C)(C)C. The product is [C:1]([O:7][CH2:8][C@H:9]([C:11]1[C:16]([CH3:17])=[CH:15][C:14]([N+:18]([O-:20])=[O:19])=[CH:13][C:12]=1[Br:21])[O:10][C:2]([CH3:4])([CH3:3])[CH3:1])(=[O:6])[C:2]([CH3:5])([CH3:4])[CH3:3]. The yield is 0.620. (5) The reactants are [NH2:1][C:2]1[N:7]=[N:6][C:5]([N:8]2[CH2:13][CH2:12][N:11]([C:14]([C:16]3[CH:21]=[CH:20][CH:19]=[CH:18][C:17]=3[C:22]([F:25])([F:24])[F:23])=[O:15])[CH2:10][CH2:9]2)=[CH:4][CH:3]=1.C(N(CC)CC)C.[CH2:33]([S:36](Cl)(=[O:38])=[O:37])[CH2:34][CH3:35].Cl. The catalyst is ClCCl. The product is [F:23][C:22]([F:25])([F:24])[C:17]1[CH:18]=[CH:19][CH:20]=[CH:21][C:16]=1[C:14]([N:11]1[CH2:10][CH2:9][N:8]([C:5]2[N:6]=[N:7][C:2]([NH:1][S:36]([CH2:33][CH2:34][CH3:35])(=[O:38])=[O:37])=[CH:3][CH:4]=2)[CH2:13][CH2:12]1)=[O:15]. The yield is 0.355. (6) The reactants are [Cl-].O[NH3+:3].[C:4](=[O:7])([O-])[OH:5].[Na+].CS(C)=O.[CH2:13]([C:17]1[N:21]([CH2:22][C:23]2[CH:28]=[CH:27][C:26]([C:29]3[C:30]([C:35]#[N:36])=[CH:31][CH:32]=[CH:33][CH:34]=3)=[CH:25][CH:24]=2)[C:20](=[O:37])[N:19]([CH2:38][C:39]([CH3:42])([CH3:41])[CH3:40])[N:18]=1)[CH2:14][CH2:15][CH3:16]. The catalyst is C(OCC)(=O)C. The product is [CH2:13]([C:17]1[N:21]([CH2:22][C:23]2[CH:28]=[CH:27][C:26]([C:29]3[CH:34]=[CH:33][CH:32]=[CH:31][C:30]=3[C:35]3[NH:3][C:4](=[O:7])[O:5][N:36]=3)=[CH:25][CH:24]=2)[C:20](=[O:37])[N:19]([CH2:38][C:39]([CH3:41])([CH3:40])[CH3:42])[N:18]=1)[CH2:14][CH2:15][CH3:16]. The yield is 0.720. (7) The reactants are [C:1]12[C:7](=[CH:8][CH:9]=[CH:10][CH:11]=1)[NH:6]C(=O)[O:4][C:2]2=O.C([N:15](CC)CC)C.C[CH2:21][OH:22].O. No catalyst specified. The product is [NH2:6][C:7]1[CH:8]=[CH:9][CH:10]=[CH:11][C:1]=1[C:2]([NH:15][O:22][CH3:21])=[O:4]. The yield is 0.490. (8) The reactants are [H-].[Al+3].[Li+].[H-].[H-].[H-].C[O:8][C:9]([C:11]12[CH2:20][CH:15]3[CH2:16][CH:17]([CH2:19][CH:13]([CH:14]3[NH2:21])[CH2:12]1)[CH2:18]2)=O. The catalyst is C1COCC1. The product is [NH2:21][CH:14]1[CH:13]2[CH2:12][C:11]3([CH2:9][OH:8])[CH2:18][CH:17]([CH2:16][CH:15]1[CH2:20]3)[CH2:19]2. The yield is 0.900.